From a dataset of Reaction yield outcomes from USPTO patents with 853,638 reactions. Predict the reaction yield, written as a fraction of the theoretical maximum amount of product (1.0 means a 100% yield; for example, 0.34 means a 34% yield). (1) The reactants are [F:1][C:2]1[CH:7]=[C:6]([F:8])[CH:5]=[C:4]([F:9])[C:3]=1[OH:10].F[C:12]1[CH:17]=[CH:16][CH:15]=[CH:14][C:13]=1[N+:18]([O-:20])=[O:19].[F:21][C:22]1[CH:35]=[C:34]([F:36])[CH:33]=[C:32]([F:37])[C:23]=1[O:24][C:25]1[CH:31]=[CH:30][CH:29]=[CH:28][C:26]=1[NH2:27].[NH2:38][C:39]1[S:40][CH:41]=[CH:42][N:43]=1. The product is [F:1][C:2]1[CH:7]=[C:6]([F:8])[CH:5]=[C:4]([F:9])[C:3]=1[O:10][C:12]1[CH:17]=[CH:16][CH:15]=[CH:14][C:13]=1[N+:18]([O-:20])=[O:19].[F:21][C:22]1[CH:35]=[C:34]([F:36])[CH:33]=[C:32]([F:37])[C:23]=1[O:24][C:25]1[CH:31]=[CH:30][CH:29]=[CH:28][C:26]=1[NH:27][C:3]([NH:38][C:39]1[S:40][CH:41]=[CH:42][N:43]=1)=[O:10]. No catalyst specified. The yield is 0.850. (2) The yield is 1.00. The catalyst is CO. The reactants are [C:1]([O:5][C:6]([CH2:8][C@:9](C(=O)C1C=CC=CC=1)([C@:11](C(=O)C1C=CC=CC=1)([CH2:13][OH:14])[OH:12])[OH:10])=[O:7])([CH3:4])([CH3:3])[CH3:2].CO.C[O-].[Na+].[Cl-].[NH4+]. The product is [C:1]([O:5][C:6]([CH2:8][C@H:9]([C@H:11]([CH2:13][OH:14])[OH:12])[OH:10])=[O:7])([CH3:4])([CH3:3])[CH3:2]. (3) The reactants are [Br:1][C:2]1[CH:3]=[CH:4][C:5]2[C:6]3[CH2:14][N:13]([C:15]([O:17][C:18]([CH3:21])([CH3:20])[CH3:19])=[O:16])[CH2:12][CH2:11][C:7]=3[NH:8][C:9]=2[CH:10]=1.[H-].[Na+].[CH3:24][CH:25]([Si:27](Cl)([CH:31]([CH3:33])[CH3:32])[CH:28]([CH3:30])[CH3:29])[CH3:26].O. The catalyst is CN(C=O)C. The product is [Br:1][C:2]1[CH:3]=[CH:4][C:5]2[C:6]3[CH2:14][N:13]([C:15]([O:17][C:18]([CH3:21])([CH3:20])[CH3:19])=[O:16])[CH2:12][CH2:11][C:7]=3[N:8]([Si:27]([CH:31]([CH3:33])[CH3:32])([CH:28]([CH3:30])[CH3:29])[CH:25]([CH3:26])[CH3:24])[C:9]=2[CH:10]=1. The yield is 0.610. (4) The reactants are Cl[C:2]1[CH:7]=[CH:6][C:5]([C:8]([F:11])([F:10])[F:9])=[CH:4][N:3]=1.[C:12]([N:15]1[C:24]2[C:19](=[CH:20][C:21]([C:25]3[CH:30]=[CH:29][C:28]([CH2:31][N:32]4[CH2:37][CH2:36][CH2:35][CH2:34][CH2:33]4)=[CH:27][CH:26]=3)=[CH:22][CH:23]=2)[C@H:18]([NH2:38])[CH2:17][C@@H:16]1[CH3:39])(=[O:14])[CH3:13].C1C=CC(P(C2C(C3C(P(C4C=CC=CC=4)C4C=CC=CC=4)=CC=C4C=3C=CC=C4)=C3C(C=CC=C3)=CC=2)C2C=CC=CC=2)=CC=1.CC(C)([O-:89])C.[Na+]. The catalyst is C1C=CC(/C=C/C(/C=C/C2C=CC=CC=2)=O)=CC=1.C1C=CC(/C=C/C(/C=C/C2C=CC=CC=2)=O)=CC=1.C1C=CC(/C=C/C(/C=C/C2C=CC=CC=2)=O)=CC=1.[Pd].[Pd].C1(C)C=CC=CC=1. The product is [CH:12]([OH:14])=[O:89].[C:12]([N:15]1[C:24]2[C:19](=[CH:20][C:21]([C:25]3[CH:30]=[CH:29][C:28]([CH2:31][N:32]4[CH2:37][CH2:36][CH2:35][CH2:34][CH2:33]4)=[CH:27][CH:26]=3)=[CH:22][CH:23]=2)[C@H:18]([NH:38][C:2]2[CH:7]=[CH:6][C:5]([C:8]([F:11])([F:10])[F:9])=[CH:4][N:3]=2)[CH2:17][C@@H:16]1[CH3:39])(=[O:14])[CH3:13]. The yield is 0.100. (5) The reactants are [CH3:1][N:2]1[C:7](=[O:8])[C:6]2[C:9]([C:30]3[CH:35]=[CH:34][CH:33]=[CH:32][CH:31]=3)=[C:10]([C:12]3[CH:17]=[CH:16][C:15]([C:18]4([NH:22][C:23](=[O:29])[O:24][C:25]([CH3:28])([CH3:27])[CH3:26])[CH2:21][CH2:20][CH2:19]4)=[CH:14][CH:13]=3)[O:11][C:5]=2[N:4]=[C:3]1S(C)(=O)=O.Cl.[NH2:41][CH2:42][C:43]([NH:45][CH3:46])=[O:44].C(N(CC)CC)C. The catalyst is CN(C=O)C.C(OCC)(=O)C.O. The product is [CH3:1][N:2]1[C:7](=[O:8])[C:6]2[C:9]([C:30]3[CH:35]=[CH:34][CH:33]=[CH:32][CH:31]=3)=[C:10]([C:12]3[CH:17]=[CH:16][C:15]([C:18]4([NH:22][C:23](=[O:29])[O:24][C:25]([CH3:28])([CH3:27])[CH3:26])[CH2:21][CH2:20][CH2:19]4)=[CH:14][CH:13]=3)[O:11][C:5]=2[N:4]=[C:3]1[NH:41][CH2:42][C:43]([NH:45][CH3:46])=[O:44]. The yield is 0.330.